This data is from Reaction yield outcomes from USPTO patents with 853,638 reactions. The task is: Predict the reaction yield, written as a fraction of the theoretical maximum amount of product (1.0 means a 100% yield; for example, 0.34 means a 34% yield). (1) The reactants are [Br:1][C:2]1[N:7]=[C:6]([C:8]([NH:10][CH2:11][C:12]2[CH:17]=[CH:16][C:15]([Cl:18])=[CH:14][CH:13]=2)=[O:9])[C:5]([O:19]C)=[CH:4][CH:3]=1.[Cl-].[Li+]. The catalyst is CN(C=O)C. The product is [Br:1][C:2]1[N:7]=[C:6]([C:8]([NH:10][CH2:11][C:12]2[CH:17]=[CH:16][C:15]([Cl:18])=[CH:14][CH:13]=2)=[O:9])[C:5]([OH:19])=[CH:4][CH:3]=1. The yield is 0.910. (2) The reactants are [F:1][C:2]1[CH:10]=[C:9]2[C:5]([C:6](I)=[N:7][NH:8]2)=[CH:4][C:3]=1[C:12]1[CH:13]=[C:14]([CH2:18][N:19]([CH3:21])[CH3:20])[CH:15]=[N:16][CH:17]=1.[H-].[Na+].C([Mg]Cl)(C)C.N1(C=O)CC[O:32][CH2:31]C1. The catalyst is C1COCC1.CO.C(Cl)Cl. The product is [CH3:20][N:19]([CH2:18][C:14]1[CH:13]=[C:12]([C:3]2[CH:4]=[C:5]3[C:9](=[CH:10][C:2]=2[F:1])[NH:8][N:7]=[C:6]3[CH:31]=[O:32])[CH:17]=[N:16][CH:15]=1)[CH3:21]. The yield is 0.500. (3) The reactants are Br[C:2]1[C:10]2[O:9][CH2:8][CH:7]([C:11]3[CH:16]=[CH:15][C:14]([CH:17]([CH3:19])[CH3:18])=[CH:13][CH:12]=3)[C:6]=2[C:5]([CH3:20])=[C:4]([NH:21][C:22](=[O:28])[CH2:23][C:24]([CH3:27])([CH3:26])[CH3:25])[C:3]=1[CH3:29].[C:30](OCC)(=[O:32])C.Cl. The catalyst is [Cu]Br.C[O-].[Na+].CO. The product is [CH:17]([C:14]1[CH:13]=[CH:12][C:11]([CH:7]2[C:6]3[C:5]([CH3:20])=[C:4]([NH:21][C:22](=[O:28])[CH2:23][C:24]([CH3:26])([CH3:25])[CH3:27])[C:3]([CH3:29])=[C:2]([O:32][CH3:30])[C:10]=3[O:9][CH2:8]2)=[CH:16][CH:15]=1)([CH3:18])[CH3:19]. The yield is 0.580. (4) The reactants are [CH2:1]([C@H:3]1[N:12]([C:13](=[O:22])[C:14]2[CH:19]=[CH:18][C:17]([O:20][CH3:21])=[CH:16][CH:15]=2)[C:11]2[C:6](=[CH:7][CH:8]=[C:9]([F:23])[CH:10]=2)[NH:5][C:4]1=[O:24])[CH3:2].[CH2:25]([C@H]1N(C(=O)C2C=CC=C(OC)C=2)C2C(=CC(F)=CC=2)N(C)C1=O)C. No catalyst specified. The product is [CH2:1]([C@H:3]1[N:12]([C:13](=[O:22])[C:14]2[CH:19]=[CH:18][C:17]([O:20][CH3:21])=[CH:16][CH:15]=2)[C:11]2[C:6](=[CH:7][CH:8]=[C:9]([F:23])[CH:10]=2)[N:5]([CH3:25])[C:4]1=[O:24])[CH3:2]. The yield is 0.760. (5) The reactants are [NH:1]1[C:9]2[CH:8]=[CH:7][CH:6]=[C:5]([C:10]([O:12][CH3:13])=[O:11])[C:4]=2[CH:3]=[CH:2]1.[CH3:14][N+:15]([CH3:17])=[CH2:16].[I-:18]. The catalyst is C(O)(=O)C. The product is [IH:18].[CH3:13][O:12][C:10]([C:5]1[C:4]2[C:3]([CH2:14][N:15]([CH3:17])[CH3:16])=[CH:2][NH:1][C:9]=2[CH:8]=[CH:7][CH:6]=1)=[O:11]. The yield is 1.00. (6) The reactants are [C:1]1(=[O:8])[O:7][C:5](=[O:6])[CH2:4][C:2]1=[CH2:3].[CH2:9]([OH:16])[C:10]1[CH:15]=[CH:14][CH:13]=[CH:12][CH:11]=1. The catalyst is C1(C)C=CC=CC=1. The product is [CH2:9]([O:16][C:5]([CH2:4][C:2](=[CH2:3])[C:1]([OH:8])=[O:7])=[O:6])[C:10]1[CH:15]=[CH:14][CH:13]=[CH:12][CH:11]=1. The yield is 0.830. (7) The reactants are [F:1][C:2]([F:28])([F:27])[O:3][C:4]1[CH:9]=[CH:8][C:7]([N:10]2[CH:14]=[N:13][C:12]([C:15]3[CH:20]=[CH:19][C:18]([CH:21]([CH3:26])[CH2:22][C:23]([OH:25])=O)=[CH:17][CH:16]=3)=[N:11]2)=[CH:6][CH:5]=1.C(N(CC)CC)C.P([N:52]=[N+:53]=[N-:54])(=O)(OC1C=CC=CC=1)OC1C=CC=CC=1. The catalyst is C1(C)C=CC=CC=1.C(OCC)(=O)C. The product is [F:1][C:2]([F:28])([F:27])[O:3][C:4]1[CH:5]=[CH:6][C:7]([N:10]2[CH:14]=[N:13][C:12]([C:15]3[CH:20]=[CH:19][C:18]([CH:21]([CH3:26])[CH2:22][C:23]([N:52]=[N+:53]=[N-:54])=[O:25])=[CH:17][CH:16]=3)=[N:11]2)=[CH:8][CH:9]=1. The yield is 0.120. (8) The reactants are [I:1][C:2]1[CH:14]=[CH:13][C:12]2[C:11]3[C:6](=[CH:7][CH:8]=[CH:9][CH:10]=3)C[C:4]=2[CH:3]=1.CS(C)=O.[OH-].[Na+].[CH3:21]I.C(O[CH2:26][CH3:27])C. The catalyst is [Cl-].C([N+](CC)(CC)CC)C1C=CC=CC=1.O. The product is [I:1][C:2]1[CH:3]=[CH:4][C:12]2[C:11]3[C:10](=[CH:9][CH:8]=[CH:7][CH:6]=3)[C:26]([CH3:27])([CH3:21])[C:13]=2[CH:14]=1. The yield is 0.880. (9) The reactants are [C:1]([O:4][C@@H:5]1[C@@H:10]([O:11][C:12](=[O:14])[CH3:13])[C@H:9]([O:15][C:16](=[O:18])[CH3:17])[C@@H:8]([O:19]/[C:20](/[C:29]([O:31][CH2:32][CH3:33])=[O:30])=[CH:21]\[C:22]2[CH:27]=[CH:26][CH:25]=[CH:24][C:23]=2F)[O:7][C@H:6]1[CH2:34][O:35][C:36](=[O:38])[CH3:37])(=[O:3])[CH3:2].C1(CC(=O)C(OCC)=O)C=CC=CC=1.[H-].[Na+].[Br-].C(O[C@@H]1[C@@H](OC(=O)C)[C@@H](OC(=O)C)[C@@H](COC(=O)C)O[C@@H]1O)(=O)C. No catalyst specified. The product is [C:1]([O:4][C@H:5]1[C@@H:10]([O:11][C:12](=[O:14])[CH3:13])[C@H:9]([O:15][C:16](=[O:18])[CH3:17])[C@@H:8]([O:19]/[C:20](/[C:29]([O:31][CH2:32][CH3:33])=[O:30])=[CH:21]\[C:22]2[CH:27]=[CH:26][CH:25]=[CH:24][CH:23]=2)[O:7][C@H:6]1[CH2:34][O:35][C:36](=[O:38])[CH3:37])(=[O:3])[CH3:2]. The yield is 0.370. (10) The reactants are [CH2:1]([O:3][C:4](=[O:10])[C:5](=O)[CH:6]([CH3:8])[CH3:7])[CH3:2].C(O)(=O)C(O)=O.[CH2:17]([NH:21][NH2:22])[CH2:18][CH2:19][CH3:20].CC([O-])=O.[Na+].[O-]S([O-])(=O)=O.[Mg+2]. The catalyst is C(Cl)(Cl)Cl. The product is [CH2:1]([O:3][C:4](=[O:10])[C:5](=[N:22][NH:21][CH2:17][CH2:18][CH2:19][CH3:20])[CH:6]([CH3:8])[CH3:7])[CH3:2]. The yield is 0.854.